Predict the product of the given reaction. From a dataset of Forward reaction prediction with 1.9M reactions from USPTO patents (1976-2016). (1) Given the reactants [CH2:1]([O:8][C:9]1[CH:16]=[CH:15][C:12]([C:13]#[N:14])=[C:11]([N+:17]([O-])=O)[C:10]=1[O:20][CH3:21])[C:2]1[CH:7]=[CH:6][CH:5]=[CH:4][CH:3]=1.C(=O)(O)[O-].[Na+], predict the reaction product. The product is: [NH2:17][C:11]1[C:10]([O:20][CH3:21])=[C:9]([O:8][CH2:1][C:2]2[CH:3]=[CH:4][CH:5]=[CH:6][CH:7]=2)[CH:16]=[CH:15][C:12]=1[C:13]#[N:14]. (2) Given the reactants [CH3:1][C:2]([O-])([CH3:4])[CH3:3].[K+].[Br:7][C:8]1[CH:9]=[CH:10][C:11](=[O:14])[NH:12][CH:13]=1.C1(CBr)CC1.CN(C)C=O, predict the reaction product. The product is: [Br:7][C:8]1[CH:9]=[CH:10][C:11](=[O:14])[N:12]([CH2:1][CH:2]2[CH2:4][CH2:3]2)[CH:13]=1. (3) Given the reactants [CH3:1][O:2][C:3](=[O:17])[C:4]([O:7][C:8]1[CH:13]=[C:12]([Cl:14])[C:11]([OH:15])=[CH:10][C:9]=1[Cl:16])([CH3:6])[CH3:5].[CH3:18][N:19]1[C:23]([CH2:24][CH2:25]O)=[CH:22][C:21]([C:27]2[CH:32]=[CH:31][C:30]([O:33][C:34]([F:37])([F:36])[F:35])=[CH:29][CH:28]=2)=[N:20]1.N(C(OC(C)(C)C)=O)=NC(OC(C)(C)C)=O.C1(P(C2C=CC=CC=2)C2C=CC=CC=2)C=CC=CC=1, predict the reaction product. The product is: [CH3:1][O:2][C:3](=[O:17])[C:4]([O:7][C:8]1[CH:13]=[C:12]([Cl:14])[C:11]([O:15][CH2:25][CH2:24][C:23]2[N:19]([CH3:18])[N:20]=[C:21]([C:27]3[CH:28]=[CH:29][C:30]([O:33][C:34]([F:37])([F:36])[F:35])=[CH:31][CH:32]=3)[CH:22]=2)=[CH:10][C:9]=1[Cl:16])([CH3:6])[CH3:5]. (4) Given the reactants C(OC([N:8]1[CH2:13][CH2:12][N:11]([CH2:14][C:15]2[C:16]([C:36]3[CH:41]=[CH:40][CH:39]=[CH:38][CH:37]=3)=[N:17][C:18]3[C:23]([C:24]=2[C:25](=[O:35])[NH:26][C@H:27]([CH:29]2[CH2:34][CH2:33][CH2:32][CH2:31][CH2:30]2)[CH3:28])=[CH:22][CH:21]=[CH:20][CH:19]=3)[CH2:10][CH2:9]1)=O)(C)(C)C.C(Cl)Cl.CO.[NH4+].[OH-], predict the reaction product. The product is: [CH:29]1([C@@H:27]([NH:26][C:25]([C:24]2[C:23]3[C:18](=[CH:19][CH:20]=[CH:21][CH:22]=3)[N:17]=[C:16]([C:36]3[CH:37]=[CH:38][CH:39]=[CH:40][CH:41]=3)[C:15]=2[CH2:14][N:11]2[CH2:12][CH2:13][NH:8][CH2:9][CH2:10]2)=[O:35])[CH3:28])[CH2:34][CH2:33][CH2:32][CH2:31][CH2:30]1. (5) The product is: [Cl:21][C:18]1[CH:19]=[CH:20][C:15]([CH2:14][O:13][C@@H:11]2[CH2:12][NH:8][C@H:9]([C:22]([OH:24])=[O:23])[CH2:10]2)=[CH:16][CH:17]=1. Given the reactants C(OC([N:8]1[CH2:12][C@@H:11]([O:13][CH2:14][C:15]2[CH:20]=[CH:19][C:18]([Cl:21])=[CH:17][CH:16]=2)[CH2:10][C@H:9]1[C:22]([OH:24])=[O:23])=O)(C)(C)C.FC(F)(F)C(O)=O, predict the reaction product. (6) Given the reactants [OH-].[Na+].[C:3]([O:7][C:8]([N:10]1[CH2:15][CH2:14][N:13]([C:16]#[N:17])[CH2:12][CH2:11]1)=[O:9])([CH3:6])([CH3:5])[CH3:4].[OH:18][CH2:19][C:20](=O)[CH3:21].O, predict the reaction product. The product is: [C:3]([O:7][C:8]([N:10]1[CH2:11][CH2:12][N:13]([C:16]2[O:18][CH:19]=[C:20]([CH3:21])[N:17]=2)[CH2:14][CH2:15]1)=[O:9])([CH3:6])([CH3:4])[CH3:5].